Dataset: hERG potassium channel inhibition data for cardiac toxicity prediction from Karim et al.. Task: Regression/Classification. Given a drug SMILES string, predict its toxicity properties. Task type varies by dataset: regression for continuous values (e.g., LD50, hERG inhibition percentage) or binary classification for toxic/non-toxic outcomes (e.g., AMES mutagenicity, cardiotoxicity, hepatotoxicity). Dataset: herg_karim. (1) The compound is CC(C)Oc1ccc(-c2cc3c(N[C@@H]4CC[C@](C)(N)C4(C)C)c(C(N)=O)cnn3c2)cn1. The result is 1 (blocker). (2) The drug is COC(=O)N1CC(Oc2ccc(F)cc2)CC1C(=O)N1CCCN(C2CCC2)CC1. The result is 0 (non-blocker). (3) The drug is CC(C[C@H](NC(=O)C1CCC1)c1ccccc1)N1CCC(n2cc(-c3ccccc3)[nH]c2=O)CC1. The result is 1 (blocker). (4) The drug is C=CC(=O)Nc1cc(NC(=O)c2ccc(C)c(NC(=O)c3ccno3)c2)cc(C(F)(F)F)c1. The result is 0 (non-blocker). (5) The compound is NCCCCN(Cc1nccc2c3ccccc3n(CCCN3CCNCC3)c12)[C@H]1CCCc2cccnc21. The result is 1 (blocker). (6) The drug is Cn1cc(-c2ccc3c(c2)[nH]c2c(C(N)=O)ccc(NC4CCCCC4)c23)cn1. The result is 1 (blocker). (7) The compound is CC(C)C(=O)N(Cc1cccc(Cl)c1Cl)[C@H]1CCNC1. The result is 0 (non-blocker). (8) The drug is CC(C)(C)Cc1cnc(C(C)(O)Cc2ccc(-c3ccc(F)cn3)cc2)[nH]1. The result is 1 (blocker). (9) The compound is Cn1cnc(CC(=O)N2CCC(c3ccc(NC(=O)c4nc(C#N)c[nH]4)c(C4=CCCCC4)c3)CC2)c1. The result is 0 (non-blocker). (10) The compound is Fc1ccc(-c2[nH]c3cc(F)ccc3c2[C@H]2CCCNC2)cc1. The result is 1 (blocker).